This data is from Catalyst prediction with 721,799 reactions and 888 catalyst types from USPTO. The task is: Predict which catalyst facilitates the given reaction. Reactant: [CH3:1][O:2][C:3]1[CH:16]=[C:15]([O:17][CH3:18])[CH:14]=[CH:13][C:4]=1[CH2:5][NH:6][C:7]1[CH:12]=[CH:11][N:10]=[CH:9][N:8]=1.[C:19]([C:21]1[CH:22]=[C:23]([S:28](Cl)(=[O:30])=[O:29])[CH:24]=[CH:25][C:26]=1[F:27])#[N:20].N12CCN(CC1)CC2. Product: [C:19]([C:21]1[CH:22]=[C:23]([S:28]([N:6]([CH2:5][C:4]2[CH:13]=[CH:14][C:15]([O:17][CH3:18])=[CH:16][C:3]=2[O:2][CH3:1])[C:7]2[CH:12]=[CH:11][N:10]=[CH:9][N:8]=2)(=[O:30])=[O:29])[CH:24]=[CH:25][C:26]=1[F:27])#[N:20]. The catalyst class is: 10.